Task: Predict the reactants needed to synthesize the given product.. Dataset: Full USPTO retrosynthesis dataset with 1.9M reactions from patents (1976-2016) Given the product [O:10]=[C:8]1[CH2:7][N:6]([C:11]([NH:13][CH:14]([C:17]2[CH:22]=[CH:21][C:20]([O:23][C:24]([F:27])([F:26])[F:25])=[CH:19][CH:18]=2)[CH2:15][CH3:16])=[O:12])[C:5]2[N:28]=[CH:29][C:2]([CH:30]=[CH2:31])=[CH:3][C:4]=2[NH:9]1, predict the reactants needed to synthesize it. The reactants are: I[C:2]1[CH:29]=[N:28][C:5]2[N:6]([C:11]([NH:13][CH:14]([C:17]3[CH:22]=[CH:21][C:20]([O:23][C:24]([F:27])([F:26])[F:25])=[CH:19][CH:18]=3)[CH2:15][CH3:16])=[O:12])[CH2:7][C:8](=[O:10])[NH:9][C:4]=2[CH:3]=1.[CH:30](B1OC(C)(C)C(C)(C)O1)=[CH2:31].C(=O)([O-])[O-].[Na+].[Na+].